From a dataset of Peptide-MHC class I binding affinity with 185,985 pairs from IEDB/IMGT. Regression. Given a peptide amino acid sequence and an MHC pseudo amino acid sequence, predict their binding affinity value. This is MHC class I binding data. (1) The peptide sequence is SSPPAYVQ. The MHC is Mamu-A01 with pseudo-sequence Mamu-A01. The binding affinity (normalized) is 0.660. (2) The peptide sequence is YVYPDNLPR. The MHC is HLA-A11:01 with pseudo-sequence HLA-A11:01. The binding affinity (normalized) is 0.632. (3) The peptide sequence is KVGWAWWTC. The MHC is Mamu-A70103 with pseudo-sequence YYAMYREIMTATYGNTAYFKYEFYTWAAHTYEWY. The binding affinity (normalized) is 0.00636.